This data is from NCI-60 drug combinations with 297,098 pairs across 59 cell lines. The task is: Regression. Given two drug SMILES strings and cell line genomic features, predict the synergy score measuring deviation from expected non-interaction effect. Drug 1: C1=CC(=CC=C1C#N)C(C2=CC=C(C=C2)C#N)N3C=NC=N3. Drug 2: C1CN(CCN1C(=O)CCBr)C(=O)CCBr. Cell line: OVCAR3. Synergy scores: CSS=9.95, Synergy_ZIP=5.68, Synergy_Bliss=11.4, Synergy_Loewe=4.49, Synergy_HSA=5.00.